Dataset: Forward reaction prediction with 1.9M reactions from USPTO patents (1976-2016). Task: Predict the product of the given reaction. (1) Given the reactants C(O[BH-](OC(=O)C)OC(=O)C)(=O)C.[Na+].[Br:15][C:16]1[CH:17]=[C:18]([CH3:28])[C:19]([C:22]2[CH2:23][CH2:24][NH:25][CH2:26][CH:27]=2)=[N:20][CH:21]=1.[O:29]1[CH2:34][CH2:33][C:32](=O)[CH2:31][CH2:30]1.[OH-].[Na+], predict the reaction product. The product is: [Br:15][C:16]1[CH:17]=[C:18]([CH3:28])[C:19]([C:22]2[CH2:23][CH2:24][N:25]([CH:32]3[CH2:33][CH2:34][O:29][CH2:30][CH2:31]3)[CH2:26][CH:27]=2)=[N:20][CH:21]=1. (2) Given the reactants Cl.[O:2]1[C:6]2[CH:7]=[CH:8][C:9]([C:11]3[CH:16]=[CH:15][C:14]([C:17]4[N:18]([CH2:23][C@@H:24]5[CH2:28][CH2:27][NH:26][CH2:25]5)[C:19](=[O:22])[NH:20][N:21]=4)=[CH:13][CH:12]=3)=[CH:10][C:5]=2[CH:4]=[CH:3]1.[CH3:29][C:30]1([C:33](O)=[O:34])[CH2:32][CH2:31]1.C(Cl)CCl.C1C=CC2N(O)N=NC=2C=1.CCN(C(C)C)C(C)C, predict the reaction product. The product is: [O:2]1[C:6]2[CH:7]=[CH:8][C:9]([C:11]3[CH:16]=[CH:15][C:14]([C:17]4[N:18]([CH2:23][C@@H:24]5[CH2:28][CH2:27][N:26]([C:33]([C:30]6([CH3:29])[CH2:32][CH2:31]6)=[O:34])[CH2:25]5)[C:19](=[O:22])[NH:20][N:21]=4)=[CH:13][CH:12]=3)=[CH:10][C:5]=2[CH:4]=[CH:3]1. (3) The product is: [O:31]1[C:28]2([CH2:27][CH2:26][N:25]([C:10](=[O:9])[CH2:11][N:12]3[CH2:13][CH2:14][N:15]([C:18]([O:20][C:21]([CH3:23])([CH3:24])[CH3:22])=[O:19])[CH2:16][CH2:17]3)[CH2:30][CH2:29]2)[CH2:2]1. Given the reactants [I-].[CH3:2][S+](C)(C)=O.[H-].[Na+].[O:9]=[C:10]([N:25]1[CH2:30][CH2:29][C:28](=[O:31])[CH2:27][CH2:26]1)[CH2:11][N:12]1[CH2:17][CH2:16][N:15]([C:18]([O:20][C:21]([CH3:24])([CH3:23])[CH3:22])=[O:19])[CH2:14][CH2:13]1.O, predict the reaction product.